Dataset: NCI-60 drug combinations with 297,098 pairs across 59 cell lines. Task: Regression. Given two drug SMILES strings and cell line genomic features, predict the synergy score measuring deviation from expected non-interaction effect. (1) Cell line: DU-145. Synergy scores: CSS=15.7, Synergy_ZIP=-1.38, Synergy_Bliss=5.73, Synergy_Loewe=-10.8, Synergy_HSA=6.11. Drug 1: CC1=C2C(C(=O)C3(C(CC4C(C3C(C(C2(C)C)(CC1OC(=O)C(C(C5=CC=CC=C5)NC(=O)OC(C)(C)C)O)O)OC(=O)C6=CC=CC=C6)(CO4)OC(=O)C)O)C)O. Drug 2: C1=CC=C(C(=C1)C(C2=CC=C(C=C2)Cl)C(Cl)Cl)Cl. (2) Drug 1: CC(C)(C#N)C1=CC(=CC(=C1)CN2C=NC=N2)C(C)(C)C#N. Drug 2: C1=NC2=C(N=C(N=C2N1C3C(C(C(O3)CO)O)F)Cl)N. Cell line: SNB-75. Synergy scores: CSS=-3.07, Synergy_ZIP=0.880, Synergy_Bliss=-1.32, Synergy_Loewe=-5.27, Synergy_HSA=-4.76. (3) Synergy scores: CSS=53.2, Synergy_ZIP=-2.07, Synergy_Bliss=-2.56, Synergy_Loewe=-8.11, Synergy_HSA=2.34. Cell line: RXF 393. Drug 1: C1=CC(=CC=C1CCC2=CNC3=C2C(=O)NC(=N3)N)C(=O)NC(CCC(=O)O)C(=O)O. Drug 2: CC1C(C(CC(O1)OC2CC(CC3=C2C(=C4C(=C3O)C(=O)C5=C(C4=O)C(=CC=C5)OC)O)(C(=O)CO)O)N)O.Cl. (4) Drug 1: COC1=CC(=CC(=C1O)OC)C2C3C(COC3=O)C(C4=CC5=C(C=C24)OCO5)OC6C(C(C7C(O6)COC(O7)C8=CC=CS8)O)O. Drug 2: CC1C(C(CC(O1)OC2CC(CC3=C2C(=C4C(=C3O)C(=O)C5=CC=CC=C5C4=O)O)(C(=O)C)O)N)O. Cell line: CAKI-1. Synergy scores: CSS=51.7, Synergy_ZIP=-8.45, Synergy_Bliss=-9.02, Synergy_Loewe=-4.82, Synergy_HSA=-2.98.